Dataset: Full USPTO retrosynthesis dataset with 1.9M reactions from patents (1976-2016). Task: Predict the reactants needed to synthesize the given product. Given the product [CH2:70]([N:59]([CH2:52][C:53]1[CH:54]=[CH:55][CH:56]=[CH:57][CH:58]=1)[C@H:60]([C@H:61]([OH:62])[CH:47]([N+:44]([O-:46])=[O:45])[CH2:48][CH2:49][CH:50]=[CH2:51])[CH2:63][C:64]1[CH:65]=[CH:66][CH:67]=[CH:68][CH:69]=1)[C:71]1[CH:72]=[CH:73][CH:74]=[CH:75][CH:76]=1, predict the reactants needed to synthesize it. The reactants are: C=CCOC(C1C2C(=CC=CC=2)N=CC=1)C1[N+]2(CC3C4C(=CC=CC=4)C=C4C=3C=CC=C4)CC(C=C)C(CC2)C1.[Br-].[F-].[K+].[N+:44]([CH2:47][CH2:48][CH2:49][CH:50]=[CH2:51])([O-:46])=[O:45].[CH2:52]([N:59]([CH2:70][C:71]1[CH:76]=[CH:75][CH:74]=[CH:73][CH:72]=1)[C@@H:60]([CH2:63][C:64]1[CH:69]=[CH:68][CH:67]=[CH:66][CH:65]=1)[CH:61]=[O:62])[C:53]1[CH:58]=[CH:57][CH:56]=[CH:55][CH:54]=1.